Dataset: Full USPTO retrosynthesis dataset with 1.9M reactions from patents (1976-2016). Task: Predict the reactants needed to synthesize the given product. (1) Given the product [Br:8][C:9]1[CH:18]=[N:17][C:16]2[N:15]=[C:14]([N:19]3[CH2:20][CH:21]([NH:23][CH3:24])[CH2:22]3)[N:13]3[N:32]=[C:33]([CH3:35])[CH:34]=[C:12]3[C:11]=2[CH:10]=1, predict the reactants needed to synthesize it. The reactants are: C(O)(C(F)(F)F)=O.[Br:8][C:9]1[CH:18]=[N:17][C:16]2[N:15]=[C:14]([N:19]3[CH2:22][CH:21]([N:23](C)[C:24](=O)OC(C)(C)C)[CH2:20]3)[N:13]3[N:32]=[C:33]([CH3:35])[CH:34]=[C:12]3[C:11]=2[CH:10]=1. (2) Given the product [Cl:1][C:2]1[CH:3]=[CH:4][C:5]([F:33])=[C:6]([C:8]2[CH:17]=[C:16]([C:18]3[CH:19]=[N:20][CH:21]=[C:22]([C:24]4[N:61]=[N:60][N:59]([CH2:62][CH2:63][N:64]5[CH2:65][CH2:66][O:67][CH2:68][CH2:69]5)[CH:25]=4)[CH:23]=3)[C:15]3[C:10](=[N:11][CH:12]=[CH:13][CH:14]=3)[N:9]=2)[CH:7]=1, predict the reactants needed to synthesize it. The reactants are: [Cl:1][C:2]1[CH:3]=[CH:4][C:5]([F:33])=[C:6]([C:8]2[CH:17]=[C:16]([C:18]3[CH:19]=[N:20][CH:21]=[C:22]([C:24]#[C:25][Si](CC)(CC)CC)[CH:23]=3)[C:15]3[C:10](=[N:11][CH:12]=[CH:13][CH:14]=3)[N:9]=2)[CH:7]=1.[F-].C([N+](CCCC)(CCCC)CCCC)CCC.C(N(CC)CC)C.[N:59]([CH2:62][CH2:63][N:64]1[CH2:69][CH2:68][O:67][CH2:66][CH2:65]1)=[N+:60]=[N-:61].